Predict the reaction yield, written as a fraction of the theoretical maximum amount of product (1.0 means a 100% yield; for example, 0.34 means a 34% yield). From a dataset of Reaction yield outcomes from USPTO patents with 853,638 reactions. The reactants are [CH3:1][C:2]1[S:6][C:5]([C:7](=[O:9])[CH3:8])=[CH:4][CH:3]=1.ClC1C=C(C2O[N:21]=[C:20]([C:23]([OH:25])=[O:24])C=2)C=CC=1F. No catalyst specified. The product is [CH3:1][C:2]1[S:6][C:5]([C:7]2[O:9][N:21]=[C:20]([C:23]([OH:25])=[O:24])[CH:8]=2)=[CH:4][CH:3]=1. The yield is 0.600.